This data is from Catalyst prediction with 721,799 reactions and 888 catalyst types from USPTO. The task is: Predict which catalyst facilitates the given reaction. (1) Product: [NH2:1][C:2]([NH:4][C:5]1[C:6]([C:25]([NH2:27])=[O:26])=[N:7][N:8]([C:10]2[CH:15]=[CH:14][C:13]([C:16]3[CH:21]=[C:20]([F:22])[CH:19]=[CH:18][C:17]=3[O:23][CH3:28])=[C:12]([F:24])[CH:11]=2)[CH:9]=1)=[O:3]. The catalyst class is: 6. Reactant: [NH2:1][C:2]([NH:4][C:5]1[C:6]([C:25]([NH2:27])=[O:26])=[N:7][N:8]([C:10]2[CH:15]=[CH:14][C:13]([C:16]3[CH:21]=[C:20]([F:22])[CH:19]=[CH:18][C:17]=3[OH:23])=[C:12]([F:24])[CH:11]=2)[CH:9]=1)=[O:3].[C:28]([O-])([O-])=O.[K+].[K+].CN(C=O)C.CI. (2) Reactant: N1CCC[C@H]1C(O)=O.[CH3:9][O:10][C:11]1[CH:16]=[CH:15][C:14]([C:17]2([CH2:20][CH:21]=[O:22])[CH2:19][CH2:18]2)=[CH:13][CH:12]=1.[Cl:23]N1C(=O)CCC1=O. Product: [Cl:23][CH:20]([C:17]1([C:14]2[CH:15]=[CH:16][C:11]([O:10][CH3:9])=[CH:12][CH:13]=2)[CH2:19][CH2:18]1)[CH:21]=[O:22]. The catalyst class is: 22. (3) Reactant: [F:1][C:2]1[CH:3]=[C:4]([OH:13])[CH:5]=[CH:6][C:7]=1[N:8]1[CH:12]=[CH:11][CH:10]=[N:9]1.[Cl:14]N1C(=O)CCC1=O. Product: [Cl:14][C:11]1[CH:10]=[N:9][N:8]([C:7]2[CH:6]=[CH:5][C:4]([OH:13])=[CH:3][C:2]=2[F:1])[CH:12]=1. The catalyst class is: 1. (4) Reactant: [N:1]([O-])=O.[Na+].[NH2:5][C:6]1[CH:14]=[CH:13][C:12]([Br:15])=[CH:11][C:7]=1[C:8]([OH:10])=[O:9].C(O)(C)C.C(=O)=O.[Sn](Cl)[Cl:24]. Product: [ClH:24].[ClH:24].[Br:15][C:12]1[CH:13]=[CH:14][C:6]([NH:5][NH2:1])=[C:7]([CH:11]=1)[C:8]([OH:10])=[O:9]. The catalyst class is: 223. (5) Reactant: [C:1]([C:3]1[CH:4]=[C:5]([N:9]2[CH2:18][C@H:17]3[N:13]([CH2:14][CH2:15][CH2:16]3)[C:12]3[N:19]=[C:20]([S:23][CH3:24])[N:21]=[CH:22][C:11]=3[C:10]2=[O:25])[CH:6]=[CH:7][CH:8]=1)#[N:2].Cl.[NH2:27][OH:28].[CH:29](N(CC)C(C)C)([CH3:31])[CH3:30].C(Cl)(=O)CC. Product: [CH2:29]([C:31]1[O:28][N:27]=[C:1]([C:3]2[CH:4]=[C:5]([N:9]3[CH2:18][C@H:17]4[N:13]([CH2:14][CH2:15][CH2:16]4)[C:12]4[N:19]=[C:20]([S:23][CH3:24])[N:21]=[CH:22][C:11]=4[C:10]3=[O:25])[CH:6]=[CH:7][CH:8]=2)[N:2]=1)[CH3:30]. The catalyst class is: 162. (6) Reactant: [F:1][C:2]([F:27])([F:26])[C:3]1[CH:8]=[CH:7][C:6]([C:9]2[CH:14]=[CH:13][N:12]=[C:11]([NH:15][C:16]3[CH:21]=[CH:20][C:19]([S:22](Cl)(=[O:24])=[O:23])=[CH:18][CH:17]=3)[N:10]=2)=[CH:5][CH:4]=1.[NH2:28][CH2:29][CH2:30][CH2:31][OH:32]. Product: [OH:32][CH2:31][CH2:30][CH2:29][NH:28][S:22]([C:19]1[CH:20]=[CH:21][C:16]([NH:15][C:11]2[N:10]=[C:9]([C:6]3[CH:7]=[CH:8][C:3]([C:2]([F:27])([F:26])[F:1])=[CH:4][CH:5]=3)[CH:14]=[CH:13][N:12]=2)=[CH:17][CH:18]=1)(=[O:24])=[O:23]. The catalyst class is: 13.